Task: Predict the reaction yield, written as a fraction of the theoretical maximum amount of product (1.0 means a 100% yield; for example, 0.34 means a 34% yield).. Dataset: Reaction yield outcomes from USPTO patents with 853,638 reactions (1) The reactants are [CH2:1]([CH:8]([C:14]([NH:16][C@H:17]([C:28]1[S:29][CH:30]=[C:31]([CH2:33][CH3:34])[N:32]=1)[CH2:18][C:19]1[CH:24]=[CH:23][C:22]([N+:25]([O-:27])=[O:26])=[CH:21][CH:20]=1)=[O:15])[C:9]([O:11]CC)=O)[C:2]1[CH:7]=[CH:6][CH:5]=[CH:4][CH:3]=1.C(=O)([O-])[O-].[K+].[K+].[C:41](=[N:44]O)([NH2:43])[CH3:42]. The catalyst is C1(C)C=CC=CC=1. The yield is 0.940. The product is [CH2:33]([C:31]1[N:32]=[C:28]([C@@H:17]([NH:16][C:14](=[O:15])[CH:8]([C:9]2[O:11][N:44]=[C:41]([CH3:42])[N:43]=2)[CH2:1][C:2]2[CH:3]=[CH:4][CH:5]=[CH:6][CH:7]=2)[CH2:18][C:19]2[CH:20]=[CH:21][C:22]([N+:25]([O-:27])=[O:26])=[CH:23][CH:24]=2)[S:29][CH:30]=1)[CH3:34]. (2) The reactants are [Li]CCCC.C(NC(C)C)(C)C.[Br:13][C:14]1[CH:19]=[CH:18][C:17]([NH2:20])=[C:16]([F:21])[CH:15]=1.Cl[C:23]1[C:28]([C:29]([OH:31])=[O:30])=[CH:27][N:26]=[C:25]([Cl:32])[C:24]=1[F:33]. The product is [Br:13][C:14]1[CH:19]=[CH:18][C:17]([NH:20][C:23]2[C:28]([C:29]([OH:31])=[O:30])=[CH:27][N:26]=[C:25]([Cl:32])[C:24]=2[F:33])=[C:16]([F:21])[CH:15]=1. The catalyst is C1COCC1. The yield is 0.720.